Dataset: CYP2C19 inhibition data for predicting drug metabolism from PubChem BioAssay. Task: Regression/Classification. Given a drug SMILES string, predict its absorption, distribution, metabolism, or excretion properties. Task type varies by dataset: regression for continuous measurements (e.g., permeability, clearance, half-life) or binary classification for categorical outcomes (e.g., BBB penetration, CYP inhibition). Dataset: cyp2c19_veith. (1) The compound is Cc1ccccc1-c1cncnc1N1CCNCC1. The result is 0 (non-inhibitor). (2) The molecule is COc1ccccc1CNc1nc(-c2ccc3c(c2)OCO3)nc2ccccc12. The result is 1 (inhibitor). (3) The compound is COc1ccc(N2CCN(C(=O)CSc3nnc4c5cc(C)ccc5n(C)c4n3)CC2)cc1. The result is 1 (inhibitor).